This data is from Forward reaction prediction with 1.9M reactions from USPTO patents (1976-2016). The task is: Predict the product of the given reaction. (1) Given the reactants Br[C:2]1[CH:14]=[C:13]2[C:5]([C:6]3[C:7](=[O:23])[C:8]4[CH:20]=[CH:19][C:18]([O:21][CH3:22])=[CH:17][C:9]=4[C:10]([CH3:16])([CH3:15])[C:11]=3[NH:12]2)=[CH:4][CH:3]=1.COC1C=C2C(CCC(=O)C2(C)C)=CC=1.Cl.[Cl:40]C1C=C(NN)C=CC=1, predict the reaction product. The product is: [Cl:40][C:2]1[CH:14]=[C:13]2[C:5]([C:6]3[C:7](=[O:23])[C:8]4[CH:20]=[CH:19][C:18]([O:21][CH3:22])=[CH:17][C:9]=4[C:10]([CH3:16])([CH3:15])[C:11]=3[NH:12]2)=[CH:4][CH:3]=1. (2) Given the reactants [N+:1]([C:4]1[CH:5]=[C:6]([CH:9]=[CH:10][CH:11]=1)[CH2:7]Cl)([O-:3])=[O:2].[NH:12]([CH2:16][CH2:17][OH:18])[CH2:13][CH2:14][OH:15], predict the reaction product. The product is: [OH:15][CH2:14][CH2:13][N:12]([CH2:7][C:6]1[CH:9]=[CH:10][CH:11]=[C:4]([N+:1]([O-:3])=[O:2])[CH:5]=1)[CH2:16][CH2:17][OH:18].